Dataset: Reaction yield outcomes from USPTO patents with 853,638 reactions. Task: Predict the reaction yield, written as a fraction of the theoretical maximum amount of product (1.0 means a 100% yield; for example, 0.34 means a 34% yield). (1) The reactants are [OH:1][C@@H:2]1[CH2:6][CH2:5][CH2:4][C@H:3]1[O:7][C:8]([NH:10][CH2:11][C:12]1([CH2:18][C:19]([OH:21])=[O:20])[CH2:17][CH2:16][CH2:15][CH2:14][CH2:13]1)=[O:9].C1(N=C=NC2CCCCC2)CCCCC1.[CH2:37](O)[C:38]1[CH:43]=[CH:42][CH:41]=[CH:40][CH:39]=1. The catalyst is CN(C1C=CN=CC=1)C.ClCCl. The product is [OH:1][C@@H:2]1[CH2:6][CH2:5][CH2:4][C@H:3]1[O:7][C:8]([NH:10][CH2:11][C:12]1([CH2:18][C:19]([O:21][CH2:37][C:38]2[CH:43]=[CH:42][CH:41]=[CH:40][CH:39]=2)=[O:20])[CH2:17][CH2:16][CH2:15][CH2:14][CH2:13]1)=[O:9]. The yield is 0.780. (2) The reactants are C([N:8]1[C:12]2[N:13]=[C:14]([NH:27][C:28]3[CH:35]=[CH:34][C:31]([C:32]#[N:33])=[CH:30][CH:29]=3)[N:15]=[C:16]([O:17][C:18]3[C:23]([CH3:24])=[CH:22][C:21]([CH3:25])=[CH:20][C:19]=3[CH3:26])[C:11]=2[CH:10]=[CH:9]1)C1C=CC=CC=1.[Cl-].[Al+3].[Cl-].[Cl-]. The catalyst is ClC1C=CC=CC=1Cl. The product is [CH3:26][C:19]1[CH:20]=[C:21]([CH3:25])[CH:22]=[C:23]([CH3:24])[C:18]=1[O:17][C:16]1[C:11]2[CH:10]=[CH:9][NH:8][C:12]=2[N:13]=[C:14]([NH:27][C:28]2[CH:35]=[CH:34][C:31]([C:32]#[N:33])=[CH:30][CH:29]=2)[N:15]=1. The yield is 0.490. (3) The reactants are [CH2:1]([C:3]1[N:12]([C:13]2[CH:18]=[CH:17][C:16]([CH2:19][CH2:20]O)=[CH:15][CH:14]=2)[C:6]2=[N:7][C:8]([CH3:11])=[CH:9][CH:10]=[C:5]2[N:4]=1)[CH3:2].N(C(OCC)=O)=NC(OCC)=O.C1(P(C2C=CC=CC=2)C2C=CC=CC=2)C=CC=CC=1.C1(P([N:67]=[N+:68]=[N-:69])(C2C=CC=CC=2)=O)C=CC=CC=1. The catalyst is C1COCC1. The product is [CH2:1]([C:3]1[N:12]([C:13]2[CH:18]=[CH:17][C:16]([CH2:19][CH2:20][N:67]=[N+:68]=[N-:69])=[CH:15][CH:14]=2)[C:6]2=[N:7][C:8]([CH3:11])=[CH:9][CH:10]=[C:5]2[N:4]=1)[CH3:2]. The yield is 0.300. (4) The reactants are [CH2:1]([N:5]1[C:13]2[N:12]=[C:11]([Cl:14])[N:10]([CH2:15][CH:16]=[CH2:17])[C:9]=2[C:8](=[O:18])[NH:7][C:6]1=[O:19])[CH2:2][CH2:3][CH3:4].[NH:20]1[CH:24]=[C:23]([CH2:25][CH2:26][CH2:27]O)[N:22]=[CH:21]1.C1C=CC(P(C2C=CC=CC=2)C2C=CC=CC=2)=CC=1.C1C=CC(COC(/N=N/C(OCC2C=CC=CC=2)=O)=O)=CC=1. The catalyst is C1COCC1. The product is [CH2:1]([N:5]1[C:13]2[N:12]=[C:11]([Cl:14])[N:10]([CH2:15][CH:16]=[CH2:17])[C:9]=2[C:8](=[O:18])[N:7]([CH2:27][CH2:26][CH2:25][C:23]2[N:22]=[CH:21][NH:20][CH:24]=2)[C:6]1=[O:19])[CH2:2][CH2:3][CH3:4]. The yield is 0.550. (5) The reactants are [F:1][C:2]1[CH:34]=[CH:33][C:5]([CH2:6][NH:7][C:8]([C:10]2[N:11]=[C:12]3[N:17]([C:18](=[O:21])[C:19]=2[OH:20])[CH2:16][CH2:15][O:14][C:13]23[CH2:26][CH2:25][N:24]([C:27](=[O:32])[C:28]([O:30]C)=O)[CH2:23][CH2:22]2)=[O:9])=[C:4]([N:35]2[C:39]([CH3:40])=[N:38][CH:37]=[N:36]2)[CH:3]=1.[NH:41]([CH3:43])[CH3:42]. No catalyst specified. The product is [CH3:42][N:41]([CH3:43])[C:28](=[O:30])[C:27]([N:24]1[CH2:25][CH2:26][C:13]2([C:12]3=[N:11][C:10]([C:8]([NH:7][CH2:6][C:5]4[CH:33]=[CH:34][C:2]([F:1])=[CH:3][C:4]=4[N:35]4[C:39]([CH3:40])=[N:38][CH:37]=[N:36]4)=[O:9])=[C:19]([OH:20])[C:18](=[O:21])[N:17]3[CH2:16][CH2:15][O:14]2)[CH2:22][CH2:23]1)=[O:32]. The yield is 0.360.